This data is from CYP2C9 inhibition data for predicting drug metabolism from PubChem BioAssay. The task is: Regression/Classification. Given a drug SMILES string, predict its absorption, distribution, metabolism, or excretion properties. Task type varies by dataset: regression for continuous measurements (e.g., permeability, clearance, half-life) or binary classification for categorical outcomes (e.g., BBB penetration, CYP inhibition). Dataset: cyp2c9_veith. (1) The molecule is Cc1cc(C)c[n+](CC(=O)c2cc3ccccc3oc2=O)c1.[Br-]. The result is 0 (non-inhibitor). (2) The compound is CO[C@@H]1COC(=O)[C@@H](C)NC(=O)C/C=C\[C@@H](C)[C@H](NS(=O)(=O)c2ccc(C)cc2)COC(=O)[C@H](C)NC(=O)C/C=C\[C@H]1C. The result is 0 (non-inhibitor). (3) The molecule is O=C1NC(=O)[C@@](Cc2ccccc2)(c2cccnc2)N1. The result is 0 (non-inhibitor). (4) The molecule is O=C(Oc1ccccc1)N1CCC2(CC1)CN(c1ccccc1)C2. The result is 0 (non-inhibitor). (5) The molecule is CCCC[C@@H]1C[C@H]1C(NC(=O)c1ccco1)c1ccc(Cl)cc1. The result is 1 (inhibitor). (6) The result is 0 (non-inhibitor). The compound is COCC(=O)N1CCC2(CCCN(C(=O)Nc3cccc(F)c3)C2)CC1. (7) The compound is O=C(NC[C@@H](O)CO)c1c(I)c(C(=O)NC[C@@H](O)CO)c(I)c(N(CCO)C(=O)CO)c1I. The result is 0 (non-inhibitor).